The task is: Regression. Given a peptide amino acid sequence and an MHC pseudo amino acid sequence, predict their binding affinity value. This is MHC class I binding data.. This data is from Peptide-MHC class I binding affinity with 185,985 pairs from IEDB/IMGT. (1) The peptide sequence is GQVQLKKPY. The MHC is HLA-B15:09 with pseudo-sequence HLA-B15:09. The binding affinity (normalized) is 0.0847. (2) The peptide sequence is DEMVCKWLL. The MHC is HLA-A02:12 with pseudo-sequence HLA-A02:12. The binding affinity (normalized) is 0.0847. (3) The peptide sequence is FELTSMKYFV. The MHC is HLA-B44:02 with pseudo-sequence HLA-B44:02. The binding affinity (normalized) is 0.180. (4) The peptide sequence is DTGKKELALT. The MHC is HLA-A02:02 with pseudo-sequence HLA-A02:02. The binding affinity (normalized) is 0.358.